From a dataset of Reaction yield outcomes from USPTO patents with 853,638 reactions. Predict the reaction yield, written as a fraction of the theoretical maximum amount of product (1.0 means a 100% yield; for example, 0.34 means a 34% yield). (1) The reactants are [O:1]1[C:5]2[CH:6]=[CH:7][C:8]([C:10]([NH:12][NH2:13])=[O:11])=[CH:9][C:4]=2[CH:3]=[CH:2]1.[CH3:14][O:15][C:16]1[CH:21]=[CH:20][C:19]([CH2:22][C:23](O)=O)=[CH:18][CH:17]=1. No catalyst specified. The product is [O:1]1[C:5]2[CH:6]=[CH:7][C:8]([C:10]3[O:11][C:23]([CH2:22][C:19]4[CH:20]=[CH:21][C:16]([O:15][CH3:14])=[CH:17][CH:18]=4)=[N:13][N:12]=3)=[CH:9][C:4]=2[CH:3]=[CH:2]1. The yield is 0.580. (2) The yield is 0.160. The reactants are [C:1]1([C:11]([C:13]2[C:22]3[C:17](=[CH:18][CH:19]=[CH:20][CH:21]=3)[CH:16]=[CH:15][CH:14]=2)=O)[C:10]2[C:5](=[CH:6][CH:7]=[CH:8][CH:9]=2)[CH:4]=[CH:3][CH:2]=1.[CH:23]([NH2:26])([CH3:25])[CH3:24].[OH-].[Na+]. The catalyst is ClCCCl.Cl[Ti](Cl)(Cl)Cl. The product is [C:1]1([CH:11]([C:13]2[C:22]3[C:17](=[CH:18][CH:19]=[CH:20][CH:21]=3)[CH:16]=[CH:15][CH:14]=2)[NH:26][CH:23]([CH3:25])[CH3:24])[C:10]2[C:5](=[CH:6][CH:7]=[CH:8][CH:9]=2)[CH:4]=[CH:3][CH:2]=1. (3) The reactants are Br[C:2]1[CH:3]=[C:4]2[C:8](=[N:9][CH:10]=1)[NH:7][CH:6]=[CH:5]2.[CH3:11][O:12][Na]. The catalyst is CN(C=O)C.[Cu]Br. The product is [CH3:11][O:12][C:2]1[CH:3]=[C:4]2[CH:5]=[CH:6][NH:7][C:8]2=[N:9][CH:10]=1. The yield is 0.780. (4) The reactants are [CH:1]([O:4][C:5](=[O:30])[NH:6][C:7]1[CH:12]=[CH:11][C:10]([C:13]2[N:14]([CH:26]3[CH2:29][CH2:28][CH2:27]3)[C:15]3[C:20]([C:21]=2[C:22]#[N:23])=[CH:19][CH:18]=[C:17]([O:24]C)[CH:16]=3)=[CH:9][CH:8]=1)([CH3:3])[CH3:2].B(Br)(Br)Br.O. The catalyst is C(Cl)Cl. The product is [CH:1]([O:4][C:5](=[O:30])[NH:6][C:7]1[CH:8]=[CH:9][C:10]([C:13]2[N:14]([CH:26]3[CH2:29][CH2:28][CH2:27]3)[C:15]3[C:20]([C:21]=2[C:22]#[N:23])=[CH:19][CH:18]=[C:17]([OH:24])[CH:16]=3)=[CH:11][CH:12]=1)([CH3:3])[CH3:2]. The yield is 0.710. (5) The reactants are [Cl:1][C:2]1[CH:8]=[CH:7][C:5]([NH2:6])=[CH:4][C:3]=1[O:9][CH3:10].CCN(C(C)C)C(C)C.[C:20](OC(=O)C)(=[O:22])[CH3:21]. The catalyst is C(Cl)Cl. The product is [Cl:1][C:2]1[CH:8]=[CH:7][C:5]([NH:6][C:20](=[O:22])[CH3:21])=[CH:4][C:3]=1[O:9][CH3:10]. The yield is 1.00. (6) The reactants are Br[CH:2](Br)[C:3]1[CH:4]=[CH:5][C:6]2[C:11](=[O:12])[O:10][C:9]([CH3:14])([CH3:13])[O:8][C:7]=2[CH:15]=1.CC(C)=[O:19]. The catalyst is O.[N+]([O-])([O-])=O.[Ag+]. The product is [CH3:13][C:9]1([CH3:14])[O:8][C:7]2[CH:15]=[C:3]([CH:2]=[O:19])[CH:4]=[CH:5][C:6]=2[C:11](=[O:12])[O:10]1. The yield is 0.570. (7) The reactants are [F:1][C:2]1[C:8]([F:9])=[CH:7][C:5]([NH2:6])=[C:4]([N+:10]([O-])=O)[CH:3]=1. The catalyst is [Pd].CO. The product is [F:1][C:2]1[CH:3]=[C:4]([NH2:10])[C:5]([NH2:6])=[CH:7][C:8]=1[F:9]. The yield is 0.970.